This data is from Reaction yield outcomes from USPTO patents with 853,638 reactions. The task is: Predict the reaction yield, written as a fraction of the theoretical maximum amount of product (1.0 means a 100% yield; for example, 0.34 means a 34% yield). (1) The reactants are [CH3:1][C:2]1[N:3]=[C:4]([CH2:24][CH2:25][CH3:26])[N:5]([CH2:9][C:10]2[CH:15]=[CH:14][C:13]([C:16]3[C:17]([C:22]#[N:23])=[CH:18][CH:19]=[CH:20][CH:21]=3)=[CH:12][CH:11]=2)[C:6](=[O:8])[CH:7]=1.C([O-])(=O)C.[Na+].[Br:32]Br. The catalyst is C(O)(=O)C.C(OCC)(=O)C. The product is [Br:32][C:7]1[C:6](=[O:8])[N:5]([CH2:9][C:10]2[CH:15]=[CH:14][C:13]([C:16]3[C:17]([C:22]#[N:23])=[CH:18][CH:19]=[CH:20][CH:21]=3)=[CH:12][CH:11]=2)[C:4]([CH2:24][CH2:25][CH3:26])=[N:3][C:2]=1[CH3:1]. The yield is 0.640. (2) The reactants are O1CCC[CH2:2]1.[Cl:6][C:7]1[CH:12]=[CH:11][C:10]([C@H:13]2[N:20]3[C:16]([S:17][C:18]([C:23]([N:25]4[CH2:29][CH2:28][CH2:27][C@H:26]4[C:30]([N:32]4[CH2:37][CH2:36][N:35]([CH3:38])[CH2:34][CH2:33]4)=[O:31])=[O:24])=[C:19]3[CH:21]=[O:22])=[N:15][C@:14]2([C:40]2[CH:45]=[CH:44][C:43]([Cl:46])=[CH:42][CH:41]=2)[CH3:39])=[CH:9][CH:8]=1.C[Mg]Br.[Cl-].[NH4+]. The catalyst is C(OCC)(=O)C.O. The product is [Cl:6][C:7]1[CH:12]=[CH:11][C:10]([C@H:13]2[N:20]3[C:16]([S:17][C:18]([C:23]([N:25]4[CH2:29][CH2:28][CH2:27][C@H:26]4[C:30]([N:32]4[CH2:33][CH2:34][N:35]([CH3:38])[CH2:36][CH2:37]4)=[O:31])=[O:24])=[C:19]3[CH:21]([OH:22])[CH3:2])=[N:15][C@:14]2([C:40]2[CH:45]=[CH:44][C:43]([Cl:46])=[CH:42][CH:41]=2)[CH3:39])=[CH:9][CH:8]=1. The yield is 0.240.